This data is from Reaction yield outcomes from USPTO patents with 853,638 reactions. The task is: Predict the reaction yield, written as a fraction of the theoretical maximum amount of product (1.0 means a 100% yield; for example, 0.34 means a 34% yield). (1) The reactants are C[O:2][C:3]1[CH:4]=[C:5]2[C:9](=[CH:10][CH:11]=1)[CH2:8][NH:7][CH2:6]2.[BrH:12]. No catalyst specified. The product is [BrH:12].[OH:2][C:3]1[CH:4]=[C:5]2[C:9](=[CH:10][CH:11]=1)[CH2:8][NH:7][CH2:6]2. The yield is 0.930. (2) The reactants are [C:1]([C:3]1[C:8]([O:9][CH:10]2[CH2:15][CH2:14][N:13](C(OC(C)(C)C)=O)[CH2:12][CH2:11]2)=[CH:7][C:6](=[O:23])[N:5]([C:24]2[CH:29]=[CH:28][C:27]([S:30]([CH3:33])(=[O:32])=[O:31])=[CH:26][CH:25]=2)[N:4]=1)#[N:2].[ClH:34].O1CCOCC1.CCOCC. The catalyst is C(Cl)Cl. The product is [ClH:34].[CH3:33][S:30]([C:27]1[CH:26]=[CH:25][C:24]([N:5]2[C:6](=[O:23])[CH:7]=[C:8]([O:9][CH:10]3[CH2:15][CH2:14][NH:13][CH2:12][CH2:11]3)[C:3]([C:1]#[N:2])=[N:4]2)=[CH:29][CH:28]=1)(=[O:32])=[O:31]. The yield is 0.900. (3) The reactants are [CH3:1][O:2][C:3]1[CH:23]=[C:22]([O:24][CH3:25])[CH:21]=[CH:20][C:4]=1[CH2:5][NH:6][C:7]1[S:8][C:9]([C:12](=O)[CH2:13][C:14](=O)[CH:15]([F:17])[F:16])=[CH:10][N:11]=1.Cl.[Cl:27][C:28]1[CH:33]=[CH:32][CH:31]=[C:30]([Cl:34])[C:29]=1[NH:35][NH2:36].O.C([O-])(O)=O.[Na+]. The catalyst is C(O)C. The product is [Cl:27][C:28]1[CH:33]=[CH:32][CH:31]=[C:30]([Cl:34])[C:29]=1[N:35]1[C:12]([C:9]2[S:8][C:7]([NH:6][CH2:5][C:4]3[CH:20]=[CH:21][C:22]([O:24][CH3:25])=[CH:23][C:3]=3[O:2][CH3:1])=[N:11][CH:10]=2)=[CH:13][C:14]([CH:15]([F:17])[F:16])=[N:36]1. The yield is 0.880. (4) The reactants are [NH2:1][CH2:2][CH2:3][CH2:4][CH2:5][CH2:6][CH2:7][CH2:8][CH2:9][CH2:10][CH2:11][CH2:12][C:13]([O:15][CH3:16])=[O:14].[C:17]([C:20]1[CH:25]=[CH:24][C:23]([B:26]([OH:28])[OH:27])=[CH:22][CH:21]=1)(O)=[O:18].CN(C(ON1N=NC2C=CC=CC1=2)=[N+](C)C)C.[B-](F)(F)(F)F.CO. The catalyst is CN(C=O)C.N1C=CC=CC=1.C(Cl)Cl. The product is [CH3:16][O:15][C:13](=[O:14])[CH2:12][CH2:11][CH2:10][CH2:9][CH2:8][CH2:7][CH2:6][CH2:5][CH2:4][CH2:3][CH2:2][NH:1][C:17]([C:20]1[CH:21]=[CH:22][C:23]([B:26]([OH:28])[OH:27])=[CH:24][CH:25]=1)=[O:18]. The yield is 0.850. (5) The reactants are [H-].[Na+].[O:3]=[C:4]1[CH2:10][CH2:9][N:8]([C:11]([O:13][C:14]([CH3:17])([CH3:16])[CH3:15])=[O:12])[CH2:7][CH2:6][NH:5]1.[CH2:18](Br)[C:19]1[CH:24]=[CH:23][CH:22]=[CH:21][CH:20]=1. The catalyst is C1COCC1.O. The product is [CH2:18]([N:5]1[C:4](=[O:3])[CH2:10][CH2:9][N:8]([C:11]([O:13][C:14]([CH3:17])([CH3:16])[CH3:15])=[O:12])[CH2:7][CH2:6]1)[C:19]1[CH:24]=[CH:23][CH:22]=[CH:21][CH:20]=1. The yield is 0.840.